From a dataset of Human Reference Interactome with 51,813 positive PPI pairs across 8,248 proteins, plus equal number of experimentally-validated negative pairs. Binary Classification. Given two protein amino acid sequences, predict whether they physically interact or not. (1) Protein 1 (ENSG00000160917) has sequence MQEIIASVDHIKFDLEIAVEQQLGAQPLPFPGMDKSGAAVCEFFLKAACGKGGMCPFRHISGEKTVVCKHWLRGLCKKGDQCEFLHEYDMTKMPECYFYSKFGECSNKECPFLHIDPESKIKDCPWYDRGFCKHGPLCRHRHTRRVICVNYLVGFCPEGPSCKFMHPRFELPMGTTEQPPLPQQTQPPAKQSNNPPLQRSSSLIQLTSQNSSPNQQRTPQVIGVMQSQNSSAGNRGPRPLEQVTCYKCGEKGHYANRCTKGHLAFLSGQ*MCPFRHISGEKTVVCKHWLRGLCKKGDQCE.... Protein 2 (ENSG00000130724) has sequence MDLLFGRRKTPEELLRQNQRALNRAMRELDRERQKLETQEKKIIADIKKMAKQGQMDAVRIMAKDLVRTRRYVRKFVLMRANIQAVSLKIQTLKSNNSMAQAMKGVTKAMGTMNRQLKLPQIQKIMMEFERQAEIMDMKEEMMNDAIDDAMGDEEDEEESDAVVSQVLDELGLSLTDELSNLPSTGGSLSVAAGGKKAEAAASALADADADLEERLKNLRRD*XEKKIIADIKKMAKQGQMDAVRIMAKDLVRTRRYVRKFVLMRANIQAVSLKIQTLKSNNSMAQAMKGVTKAMGTMNR.... Result: 0 (the proteins do not interact). (2) Protein 1 (ENSG00000106348) has sequence MEGPLTPPPLQGGGAAAVPEPGARQHPGHETAAQRYSARLLQAGYEPESPRLDLATHPTTPRSELSSVVLLAGVGVQMDRLRRASMADYLISGGTGYVPEDGLTAQQLFASADGLTYNDFLILPGFIDFIADEVDLTSALTRKITLKTPLISSPMDTVTEADMAIAMALMGGIGFIHHNCTPEFQANEVRKVKKFEQGFITDPVVLSPSHTVGDVLEAKMRHGFSGIPITETGTMGSKLVGIVTSRDIDFLAEKDHTTLLSEVMTPRIELVVAPAGVTLKEANEILQRSKKGKLPIVNDC.... Result: 0 (the proteins do not interact). Protein 2 (ENSG00000161860) has sequence MERQGVDVPHVKCKDQEPQPLGESKEHPRWEENCEEEAGGGPASASCQLTVLEGKSGLYFSSLDSSIDILQKRAQELIENINKSRQKDHALMTNFRNSLKTKVSDLTEKLEERIYQIYNDHNKIIQEKLQEFTQKMAKISHLETELKQVCHSVETVYKDLCLQPEQSLRLRWGPDHSRGKSPPRPGNSQPPDVFVSSVAETTSQATASEVQTNRDGEC*XKDLCLQPESLRLRWGPDHSRGKSPPRPGNSQPPDVFVSSVAETTSQVVTSKPA*.